This data is from Full USPTO retrosynthesis dataset with 1.9M reactions from patents (1976-2016). The task is: Predict the reactants needed to synthesize the given product. Given the product [Cl:38][C:34]1[C:33]([CH3:39])=[C:32]([CH2:31][N:13]2[C:9]3[CH:8]=[C:7]([N:1]4[CH2:6][CH2:5][O:4][CH2:3][CH2:2]4)[CH:19]=[C:18]([C:20]([O:22][CH3:23])=[O:21])[C:10]=3[N:11]=[C:12]2[C:14]([F:17])([F:15])[F:16])[CH:37]=[CH:36][CH:35]=1, predict the reactants needed to synthesize it. The reactants are: [N:1]1([C:7]2[CH:19]=[C:18]([C:20]([O:22][CH3:23])=[O:21])[C:10]3[NH:11][C:12]([C:14]([F:17])([F:16])[F:15])=[N:13][C:9]=3[CH:8]=2)[CH2:6][CH2:5][O:4][CH2:3][CH2:2]1.C(=O)([O-])[O-].[K+].[K+].Br[CH2:31][C:32]1[CH:37]=[CH:36][CH:35]=[C:34]([Cl:38])[C:33]=1[CH3:39].